Task: Predict the reaction yield, written as a fraction of the theoretical maximum amount of product (1.0 means a 100% yield; for example, 0.34 means a 34% yield).. Dataset: Reaction yield outcomes from USPTO patents with 853,638 reactions (1) The reactants are [CH2:1]([O:8][C:9]1[CH:14]=[CH:13][C:12]([Cl:15])=[CH:11][C:10]=1[OH:16])[C:2]1[CH:7]=[CH:6][CH:5]=[CH:4][CH:3]=1.[CH2:17]([CH:19]1[O:21][CH2:20]1)Cl.C(=O)([O-])[O-].[Cs+].[Cs+]. The catalyst is CN(C=O)C.O. The product is [CH2:1]([O:8][C:9]1[CH:14]=[CH:13][C:12]([Cl:15])=[CH:11][C:10]=1[O:16][CH2:17][CH:19]1[CH2:20][O:21]1)[C:2]1[CH:3]=[CH:4][CH:5]=[CH:6][CH:7]=1. The yield is 0.990. (2) The reactants are [N:1]1[CH:6]=[C:5]([CH2:7][C:8]2[C:9](=[O:15])[NH:10][C:11](=[S:14])[NH:12][CH:13]=2)[CH:4]=[N:3][CH:2]=1.[CH3:16]CN(C(C)C)C(C)C.Cl[CH2:26][C:27]1[CH:28]=[CH:29][C:30]([O:35][C:36]2[CH:41]=[CH:40][CH:39]=[C:38]([C:42]([F:45])([F:44])[F:43])[CH:37]=2)=[C:31]([CH:34]=1)[C:32]#[N:33].CI. The catalyst is C(Cl)Cl.[Zn+2].[Br-].[Br-].CN1C(=O)CCC1. The product is [CH3:16][N:12]1[CH:13]=[C:8]([CH2:7][C:5]2[CH:6]=[N:1][CH:2]=[N:3][CH:4]=2)[C:9](=[O:15])[N:10]=[C:11]1[S:14][CH2:26][C:27]1[CH:28]=[CH:29][C:30]([O:35][C:36]2[CH:41]=[CH:40][CH:39]=[C:38]([C:42]([F:45])([F:44])[F:43])[CH:37]=2)=[C:31]([CH:34]=1)[C:32]#[N:33]. The yield is 0.0801.